Dataset: NCI-60 drug combinations with 297,098 pairs across 59 cell lines. Task: Regression. Given two drug SMILES strings and cell line genomic features, predict the synergy score measuring deviation from expected non-interaction effect. (1) Drug 1: CN(C)N=NC1=C(NC=N1)C(=O)N. Drug 2: C1CCC(C(C1)N)N.C(=O)(C(=O)[O-])[O-].[Pt+4]. Cell line: SK-OV-3. Synergy scores: CSS=3.05, Synergy_ZIP=-2.91, Synergy_Bliss=-6.90, Synergy_Loewe=-5.12, Synergy_HSA=-5.72. (2) Drug 1: CC(C)(C#N)C1=CC(=CC(=C1)CN2C=NC=N2)C(C)(C)C#N. Drug 2: C#CCC(CC1=CN=C2C(=N1)C(=NC(=N2)N)N)C3=CC=C(C=C3)C(=O)NC(CCC(=O)O)C(=O)O. Cell line: PC-3. Synergy scores: CSS=6.67, Synergy_ZIP=-0.483, Synergy_Bliss=-3.84, Synergy_Loewe=-51.2, Synergy_HSA=-5.25. (3) Drug 1: C1CN1C2=NC(=NC(=N2)N3CC3)N4CC4. Drug 2: CNC(=O)C1=NC=CC(=C1)OC2=CC=C(C=C2)NC(=O)NC3=CC(=C(C=C3)Cl)C(F)(F)F. Cell line: SR. Synergy scores: CSS=63.1, Synergy_ZIP=-6.01, Synergy_Bliss=-22.0, Synergy_Loewe=-34.4, Synergy_HSA=-23.3.